Task: Predict the reactants needed to synthesize the given product.. Dataset: Full USPTO retrosynthesis dataset with 1.9M reactions from patents (1976-2016) (1) Given the product [ClH:19].[N:20]1([CH2:25][CH2:26][CH2:27][NH:28][S:16]([C:14]2[O:15][C:11]([C:5]3[CH:4]=[C:3]([CH2:1][CH3:2])[C:8](=[O:9])[NH:7][C:6]=3[CH3:10])=[CH:12][CH:13]=2)(=[O:18])=[O:17])[CH2:24][CH2:23][CH2:22][CH2:21]1, predict the reactants needed to synthesize it. The reactants are: [CH2:1]([C:3]1[C:8](=[O:9])[NH:7][C:6]([CH3:10])=[C:5]([C:11]2[O:15][C:14]([S:16]([Cl:19])(=[O:18])=[O:17])=[CH:13][CH:12]=2)[CH:4]=1)[CH3:2].[N:20]1([CH2:25][CH2:26][CH2:27][NH2:28])[CH2:24][CH2:23][CH2:22][CH2:21]1. (2) Given the product [C:1]1([C:7]#[C:8][C:9]2[CH:10]=[C:11]([CH:17]=[CH:18][CH:19]=2)[C:12]([OH:14])=[O:13])[CH:6]=[CH:5][CH:4]=[CH:3][CH:2]=1, predict the reactants needed to synthesize it. The reactants are: [C:1]1([C:7]#[C:8][C:9]2[CH:10]=[C:11]([CH:17]=[CH:18][CH:19]=2)[C:12]([O:14]CC)=[O:13])[CH:6]=[CH:5][CH:4]=[CH:3][CH:2]=1.[OH-].[Na+]. (3) Given the product [Br:1][C:2]1[CH:11]=[N:27][C:9]2[NH:8][C:7](=[O:12])[CH2:6][N:5]([CH2:18][C:17]3[C:20]([F:25])=[CH:21][CH:22]=[C:23]([F:24])[C:16]=3[Cl:15])[C:4]=2[CH:3]=1, predict the reactants needed to synthesize it. The reactants are: [Br:1][C:2]1[CH:3]=[C:4]2[C:9](=C[CH:11]=1)[NH:8][C:7](=[O:12])[CH2:6][NH:5]2.[H-].[Na+].[Cl:15][C:16]1[C:23]([F:24])=[CH:22][CH:21]=[C:20]([F:25])[C:17]=1[CH2:18]Br.C[N:27](C=O)C. (4) Given the product [CH2:38]([OH:60])[CH2:39][CH2:40][CH2:41][CH2:42][CH2:43][CH2:44][CH2:45][CH2:46][CH2:47][CH2:48][CH3:49].[CH2:65]([OH:83])[CH2:66][CH2:67][CH2:68][CH2:69][CH2:70][CH2:71][CH2:72][CH2:73][CH2:74][CH2:75][CH2:76][CH2:77][CH2:78][CH2:79][CH2:80][CH2:81][CH3:82].[CH:44]1[CH:43]=[CH:42][C:41](/[CH:40]=[CH:39]/[CH2:38][O:61][C@@H:62]2[O:130][C@H:86]([CH2:89][OH:90])[C@@H:91]([OH:92])[C@H:93]([OH:111])[C@H:63]2[OH:64])=[CH:46][CH:45]=1, predict the reactants needed to synthesize it. The reactants are: C(NCCCCCCCCCCCCCCCCCC)CCCCCCCCCCCCCCCCC.[C:38]([O:61][CH2:62][CH2:63][OH:64])(=[O:60])[CH2:39][CH2:40][CH2:41][CH2:42][CH2:43][CH2:44][CH2:45][CH2:46][CH2:47][CH2:48][CH2:49]CCCCCCCCCC.[C:65](OC[C:86]([CH2:91][OH:92])([CH2:89][OH:90])CO)(=[O:83])[CH2:66][CH2:67][CH2:68][CH2:69][CH2:70][CH2:71][CH2:72]/[CH:73]=[CH:74]\[CH2:75][CH2:76][CH2:77][CH2:78][CH2:79][CH2:80][CH2:81][CH3:82].[CH2:93]([OH:111])CCCCCCCCCCCCCCCCC.C(O)(=[O:130])CCCCCCC/C=C\CCCCCCCC. (5) The reactants are: [Br:1][C:2]1[CH:7]=[C:6]([F:8])[CH:5]=[CH:4][C:3]=1[OH:9].[H-].[Na+].[H][H].[Br:14][CH2:15][CH2:16][CH2:17]Br. Given the product [Br:1][C:2]1[CH:7]=[C:6]([F:8])[CH:5]=[CH:4][C:3]=1[O:9][CH2:17][CH2:16][CH2:15][Br:14], predict the reactants needed to synthesize it. (6) Given the product [CH3:10][C:9]([CH3:11])([CH3:12])[C:8]#[C:7][C:5]1[S:4][C:3]([C:13]([O:15][CH3:16])=[O:14])=[C:2]([NH:1][CH:19]([CH3:21])[CH3:20])[CH:6]=1, predict the reactants needed to synthesize it. The reactants are: [NH2:1][C:2]1[CH:6]=[C:5]([C:7]#[C:8][C:9]([CH3:12])([CH3:11])[CH3:10])[S:4][C:3]=1[C:13]([O:15][CH3:16])=[O:14].CO[C:19]([CH3:21])=[CH2:20].C(O[BH-](OC(=O)C)OC(=O)C)(=O)C.[Na+].C(=O)(O)[O-].[Na+].